Dataset: Forward reaction prediction with 1.9M reactions from USPTO patents (1976-2016). Task: Predict the product of the given reaction. (1) Given the reactants CS(C)=O.C(Cl)(=O)C(Cl)=O.[CH:11]([C@:14]1([C:20]([N:22]2[CH2:27][C:26]3[CH:28]=[C:29]([C:32]([F:35])([F:34])[F:33])[CH:30]=[CH:31][C:25]=3[O:24][CH2:23]2)=[O:21])[CH2:18][CH2:17][CH:16]([OH:19])[CH2:15]1)([CH3:13])[CH3:12].C(N(CC)CC)C.Cl, predict the reaction product. The product is: [CH:11]([C@:14]1([C:20]([N:22]2[CH2:27][C:26]3[CH:28]=[C:29]([C:32]([F:34])([F:35])[F:33])[CH:30]=[CH:31][C:25]=3[O:24][CH2:23]2)=[O:21])[CH2:18][CH2:17][C:16](=[O:19])[CH2:15]1)([CH3:13])[CH3:12]. (2) Given the reactants [CH:1]1([C:7]2[C:15]3[C:10](=[CH:11][C:12]([C:16]([O:18]C)=[O:17])=[CH:13][CH:14]=3)[NH:9][C:8]=2[C:20]2[CH:25]=[CH:24][CH:23]=[CH:22][CH:21]=2)[CH2:6][CH2:5][CH2:4][CH2:3][CH2:2]1.Br[C:27]1[CH:32]=[CH:31][CH:30]=[CH:29][CH:28]=1.C([O-])([O-])=O.[Cs+].[Cs+].O[Li].O, predict the reaction product. The product is: [CH:1]1([C:7]2[C:15]3[C:10](=[CH:11][C:12]([C:16]([OH:18])=[O:17])=[CH:13][CH:14]=3)[N:9]([C:27]3[CH:32]=[CH:31][CH:30]=[CH:29][CH:28]=3)[C:8]=2[C:20]2[CH:21]=[CH:22][CH:23]=[CH:24][CH:25]=2)[CH2:6][CH2:5][CH2:4][CH2:3][CH2:2]1.